From a dataset of Full USPTO retrosynthesis dataset with 1.9M reactions from patents (1976-2016). Predict the reactants needed to synthesize the given product. (1) Given the product [F:11][C:9]1[N:8]=[C:7]2[C:3]([N:4]=[CH:5][NH:6]2)=[C:2]([NH:21][CH2:22][C:23]2[CH:28]=[CH:27][N:26]=[CH:25][CH:24]=2)[N:10]=1, predict the reactants needed to synthesize it. The reactants are: Cl[C:2]1[N:10]=[C:9]([F:11])[N:8]=[C:7]2[C:3]=1[NH:4][CH:5]=[N:6]2.C(N(C(C)C)CC)(C)C.[NH2:21][CH2:22][C:23]1[CH:28]=[CH:27][N:26]=[CH:25][CH:24]=1.C(Cl)(Cl)Cl. (2) Given the product [CH2:1]([O:3][C:4]([C:6]1[C:11](=[O:12])[NH:10][C:9]2[N:13]([CH:16]([CH3:18])[CH3:17])[N:14]=[CH:15][C:8]=2[C:7]=1[Cl:22])=[O:5])[CH3:2], predict the reactants needed to synthesize it. The reactants are: [CH2:1]([O:3][C:4]([C:6]1[C:11](=[O:12])[NH:10][C:9]2[N:13]([CH:16]([CH3:18])[CH3:17])[N:14]=[CH:15][C:8]=2[C:7]=1O)=[O:5])[CH3:2].O=P(Cl)(Cl)[Cl:22].O.